Dataset: Forward reaction prediction with 1.9M reactions from USPTO patents (1976-2016). Task: Predict the product of the given reaction. (1) Given the reactants [OH-].[Na+].[F:3][C:4]1[CH:39]=[CH:38][CH:37]=[C:36]([F:40])[C:5]=1[C:6]([NH:8][C@@H:9]([CH2:15][C:16]1[CH:21]=[CH:20][C:19]([C:22]2[C:27]([O:28][CH3:29])=[CH:26][C:25]([CH2:30][O:31][CH2:32][CH3:33])=[CH:24][C:23]=2[O:34][CH3:35])=[CH:18][CH:17]=1)[C:10]([O:12]CC)=[O:11])=[O:7].Cl, predict the reaction product. The product is: [F:3][C:4]1[CH:39]=[CH:38][CH:37]=[C:36]([F:40])[C:5]=1[C:6]([NH:8][C@@H:9]([CH2:15][C:16]1[CH:17]=[CH:18][C:19]([C:22]2[C:23]([O:34][CH3:35])=[CH:24][C:25]([CH2:30][O:31][CH2:32][CH3:33])=[CH:26][C:27]=2[O:28][CH3:29])=[CH:20][CH:21]=1)[C:10]([OH:12])=[O:11])=[O:7]. (2) Given the reactants [CH:1]1([CH:6]=[CH:7][C:8]([C:10]2[CH:19]=[CH:18][C:13]([C:14]([O:16]C)=[O:15])=[C:12]([O:20][CH3:21])[CH:11]=2)=O)[CH2:5][CH2:4][CH2:3][CH2:2]1.[NH:22]([C:24]1[CH:31]=[CH:30][C:27]([C:28]#[N:29])=[C:26]([CH3:32])[N:25]=1)[NH2:23], predict the reaction product. The product is: [C:28]([C:27]1[CH:30]=[CH:31][C:24]([N:22]2[CH:6]([CH:1]3[CH2:5][CH2:4][CH2:3][CH2:2]3)[CH2:7][C:8]([C:10]3[CH:19]=[CH:18][C:13]([C:14]([OH:16])=[O:15])=[C:12]([O:20][CH3:21])[CH:11]=3)=[N:23]2)=[N:25][C:26]=1[CH3:32])#[N:29]. (3) Given the reactants C(O[BH-](OC(=O)C)OC(=O)C)(=O)C.[Na+].[NH2:15][C@H:16]1[CH2:21][CH2:20][CH2:19][N:18]([CH2:22][C:23]2[C:44]([C:45]([F:48])([F:47])[F:46])=[CH:43][C:26]([C:27]([NH:29][CH2:30][C:31]3[CH:36]=[C:35]([Cl:37])[CH:34]=[CH:33][C:32]=3[S:38]([CH2:41][CH3:42])(=[O:40])=[O:39])=[O:28])=[CH:25][C:24]=2[Cl:49])[CH2:17]1.[O:50]1[CH2:53][C:52](=O)[CH2:51]1.O, predict the reaction product. The product is: [Cl:49][C:24]1[CH:25]=[C:26]([CH:43]=[C:44]([C:45]([F:48])([F:47])[F:46])[C:23]=1[CH2:22][N:18]1[CH2:19][CH2:20][CH2:21][C@H:16]([NH:15][CH:52]2[CH2:53][O:50][CH2:51]2)[CH2:17]1)[C:27]([NH:29][CH2:30][C:31]1[CH:36]=[C:35]([Cl:37])[CH:34]=[CH:33][C:32]=1[S:38]([CH2:41][CH3:42])(=[O:40])=[O:39])=[O:28]. (4) Given the reactants [NH2:1][C:2]1[C:3]([CH3:11])=[C:4]([CH:8]=[CH:9][CH:10]=1)[C:5]([OH:7])=[O:6].S(=O)(=O)(O)O.[CH3:17]O, predict the reaction product. The product is: [NH2:1][C:2]1[C:3]([CH3:11])=[C:4]([CH:8]=[CH:9][CH:10]=1)[C:5]([O:7][CH3:17])=[O:6]. (5) Given the reactants Br[C:2]1[CH:3]=[C:4]2[N:13]([CH3:14])[CH:12]=[CH:11][C:5]2=[N:6][C:7]=1[C@@H:8]([NH2:10])[CH3:9].CC(C)([O-])C.[K+].[NH:21]1[CH2:26][CH2:25][O:24][CH2:23][CH2:22]1, predict the reaction product. The product is: [CH3:14][N:13]1[C:4]2[C:5](=[N:6][C:7]([C@@H:8]([NH2:10])[CH3:9])=[C:2]([N:21]3[CH2:26][CH2:25][O:24][CH2:23][CH2:22]3)[CH:3]=2)[CH:11]=[CH:12]1. (6) Given the reactants [C:1](O)(=[O:5])[CH:2]([CH3:4])[OH:3].[OH:7][CH:8]1[O:16][C@H:15]([CH2:17][OH:18])[C@@H:13]([OH:14])[C@H:11]([OH:12])[C@H:9]1[NH2:10].Cl.O=C[C@@H]([C@H]([C@@H]([C@@H](CO)O)O)O)O, predict the reaction product. The product is: [C:1]([NH:10][C@@H:9]1[C@@H:11]([OH:12])[C@H:13]([OH:14])[C@@H:15]([CH2:17][OH:18])[O:16][CH:8]1[OH:7])(=[O:5])[CH:2]([CH3:4])[OH:3]. (7) The product is: [OH:26][C:21]1([CH2:20][NH:19][C:10]([C:7]2[CH:6]=[C:5]([O:13][CH2:14][CH:15]3[CH2:17][CH2:16]3)[C:4]([CH:1]3[CH2:2][CH2:3]3)=[CH:9][N:8]=2)=[O:12])[CH2:25][CH2:24][CH2:23][CH2:22]1. Given the reactants [CH:1]1([C:4]2[C:5]([O:13][CH2:14][CH:15]3[CH2:17][CH2:16]3)=[CH:6][C:7]([C:10]([OH:12])=O)=[N:8][CH:9]=2)[CH2:3][CH2:2]1.Cl.[NH2:19][CH2:20][C:21]1([OH:26])[CH2:25][CH2:24][CH2:23][CH2:22]1, predict the reaction product.